This data is from Catalyst prediction with 721,799 reactions and 888 catalyst types from USPTO. The task is: Predict which catalyst facilitates the given reaction. (1) Reactant: [NH:1]1[CH2:6][CH2:5][C:4](=[O:7])[CH2:3][CH2:2]1.[C:8]([O:12][C:13]([N:15]1[CH2:20][CH2:19][CH2:18][CH2:17][C@H:16]1[C:21](O)=[O:22])=[O:14])([CH3:11])([CH3:10])[CH3:9].OC1C2N=NNC=2C=CC=1.Cl.CN(C)CCCN=C=NCC.C(N(C(C)C)CC)(C)C. Product: [O:7]=[C:4]1[CH2:5][CH2:6][N:1]([C:21]([C@@H:16]2[CH2:17][CH2:18][CH2:19][CH2:20][N:15]2[C:13]([O:12][C:8]([CH3:11])([CH3:10])[CH3:9])=[O:14])=[O:22])[CH2:2][CH2:3]1. The catalyst class is: 4. (2) Reactant: [C:1]([C:5]1[CH:6]=[C:7]2[C:11](=[CH:12][CH:13]=1)[C:10](=[O:14])[CH2:9][CH2:8]2)([CH3:4])([CH3:3])[CH3:2].CS(O)(=O)=O.[N-:20]=[N+]=[N-].[Na+]. Product: [C:1]([C:5]1[CH:6]=[C:7]2[C:11](=[CH:12][CH:13]=1)[C:10](=[O:14])[NH:20][CH2:9][CH2:8]2)([CH3:4])([CH3:3])[CH3:2]. The catalyst class is: 4. (3) Reactant: [CH3:1][C:2]1[O:6][N:5]=[C:4]([C:7]([NH:9][C@@H:10]2[C:24](=[O:25])[N:23]3[CH2:26][C@H:27]([O:29]C(=O)C4C=CC([N+]([O-])=O)=CC=4)[CH2:28][C@H:22]3[C:21](=[O:41])[NH:20][C@:19]3([C:43]([O:45][CH2:46][CH3:47])=[O:44])[CH2:42][CH:18]3[CH:17]=[CH:16][CH2:15][CH2:14][CH2:13][CH2:12][CH2:11]2)=[O:8])[CH:3]=1.[Li+].[OH-].Cl. Product: [OH:29][C@H:27]1[CH2:26][N:23]2[C:24](=[O:25])[C@@H:10]([NH:9][C:7]([C:4]3[CH:3]=[C:2]([CH3:1])[O:6][N:5]=3)=[O:8])[CH2:11][CH2:12][CH2:13][CH2:14][CH2:15][CH:16]=[CH:17][CH:18]3[CH2:42][C@@:19]3([C:43]([O:45][CH2:46][CH3:47])=[O:44])[NH:20][C:21](=[O:41])[C@@H:22]2[CH2:28]1. The catalyst class is: 266. (4) Reactant: [H-].[Na+].[O:3]([C:6]1[CH:11]=[CH:10][CH:9]=[CH:8][C:7]=1[OH:12])[CH2:4][CH3:5].[Br:13][C:14]1[C:15](Cl)=[N:16][C:17]([Cl:20])=[N:18][CH:19]=1.CCOC(C)=O. Product: [Br:13][C:14]1[C:15]([O:12][C:7]2[CH:8]=[CH:9][CH:10]=[CH:11][C:6]=2[O:3][CH2:4][CH3:5])=[N:16][C:17]([Cl:20])=[N:18][CH:19]=1. The catalyst class is: 726.